From a dataset of Catalyst prediction with 721,799 reactions and 888 catalyst types from USPTO. Predict which catalyst facilitates the given reaction. (1) Reactant: [C:1]([O:5][C:6](=[O:22])[NH:7][CH:8]([C:12](=[NH:21])[NH:13][CH2:14][C:15]1[CH:20]=[CH:19][CH:18]=[CH:17][CH:16]=1)[CH:9]([CH3:11])[CH3:10])([CH3:4])([CH3:3])[CH3:2].C([O:25][CH:26]=[C:27]([C:33](OCC)=O)[C:28]([O:30][CH2:31][CH3:32])=[O:29])C. Product: [CH2:31]([O:30][C:28]([C:27]1[C:26](=[O:25])[N:13]([CH2:14][C:15]2[CH:16]=[CH:17][CH:18]=[CH:19][CH:20]=2)[C:12]([CH:8]([NH:7][C:6]([O:5][C:1]([CH3:3])([CH3:4])[CH3:2])=[O:22])[CH:9]([CH3:11])[CH3:10])=[N:21][CH:33]=1)=[O:29])[CH3:32]. The catalyst class is: 5. (2) Reactant: [CH3:1][O:2][C:3]([C:5]1[N:6]=[CH:7][C:8]2[C:13]([C:14]=1[OH:15])=[CH:12][CH:11]=[C:10]([C:16]#[C:17][C:18]1[CH:23]=[CH:22][CH:21]=[CH:20][CH:19]=1)[CH:9]=2)=[O:4].CCO. Product: [CH3:1][O:2][C:3]([C:5]1[N:6]=[CH:7][C:8]2[C:13]([C:14]=1[OH:15])=[CH:12][CH:11]=[C:10]([CH2:16][CH2:17][C:18]1[CH:23]=[CH:22][CH:21]=[CH:20][CH:19]=1)[CH:9]=2)=[O:4]. The catalyst class is: 350.